Dataset: Full USPTO retrosynthesis dataset with 1.9M reactions from patents (1976-2016). Task: Predict the reactants needed to synthesize the given product. (1) Given the product [CH2:1]([O:8][C:9]1[C:25]([O:26][CH3:27])=[CH:24][C:12]([C:13]([N:15]2[CH2:19][CH2:18][CH2:17][C@H:16]2[CH:20]=[O:21])=[O:14])=[C:11]([N+:28]([O-:30])=[O:29])[CH:10]=1)[C:2]1[CH:3]=[CH:4][CH:5]=[CH:6][CH:7]=1, predict the reactants needed to synthesize it. The reactants are: [CH2:1]([O:8][C:9]1[C:25]([O:26][CH3:27])=[CH:24][C:12]([C:13]([N:15]2[CH2:19][CH2:18][CH2:17][C@H:16]2[C:20](OC)=[O:21])=[O:14])=[C:11]([N+:28]([O-:30])=[O:29])[CH:10]=1)[C:2]1[CH:7]=[CH:6][CH:5]=[CH:4][CH:3]=1.CC(C[AlH]CC(C)C)C. (2) Given the product [C:1]([O:5][C:6]([N:8]1[CH2:13][CH2:12][CH2:11][CH2:10][C@@H:9]1[CH2:14][OH:15])=[O:7])([CH3:4])([CH3:3])[CH3:2], predict the reactants needed to synthesize it. The reactants are: [C:1]([O:5][C:6]([N:8]1[CH2:13][CH2:12][CH2:11][CH2:10][C@@H:9]1[C:14](O)=[O:15])=[O:7])([CH3:4])([CH3:3])[CH3:2].B.O1CCCC1.O. (3) The reactants are: Br[C:2]1[CH2:6][CH2:5][C:4](=[O:7])[C:3]=1[C:8]1[CH:13]=[CH:12][C:11]([C:14]([CH3:17])([CH3:16])[CH3:15])=[CH:10][CH:9]=1.CC1(C)C(C)(C)OB([C:26]2[CH:31]=[CH:30][C:29]([NH:32][C:33](=[O:39])[O:34][C:35]([CH3:38])([CH3:37])[CH3:36])=[CH:28][CH:27]=2)O1.ClCCl.C([O-])([O-])=O.[K+].[K+]. Given the product [C:14]([C:11]1[CH:12]=[CH:13][C:8]([C:3]2[C:4](=[O:7])[CH2:5][CH2:6][C:2]=2[C:26]2[CH:27]=[CH:28][C:29]([NH:32][C:33](=[O:39])[O:34][C:35]([CH3:37])([CH3:36])[CH3:38])=[CH:30][CH:31]=2)=[CH:9][CH:10]=1)([CH3:17])([CH3:16])[CH3:15], predict the reactants needed to synthesize it. (4) The reactants are: ClC1C=C(C=CC=1)C(OO)=[O:6].[CH:12]([O:15][C:16]1[CH:21]=[CH:20][C:19]([C:22]#[C:23][C:24]2[CH:31]=[C:30]([O:32][CH3:33])[C:29]([O:34][CH:35]([CH3:37])[CH3:36])=[CH:28][C:25]=2C=O)=[CH:18][C:17]=1[O:38][CH3:39])([CH3:14])[CH3:13]. Given the product [CH:12]([O:15][C:16]1[CH:21]=[CH:20][C:19]([C:22]#[C:23][C:24]2[CH:31]=[C:30]([O:32][CH3:33])[C:29]([O:34][CH:35]([CH3:37])[CH3:36])=[CH:28][C:25]=2[OH:6])=[CH:18][C:17]=1[O:38][CH3:39])([CH3:13])[CH3:14], predict the reactants needed to synthesize it. (5) The reactants are: [CH:1]([O:4][C:5](=[O:29])[NH:6][C@@H:7]1[CH2:28][C:10]2[N:11]([CH2:20][C:21]3[C:26](Cl)=[N:25][CH:24]=[CH:23][N:22]=3)[C:12]3[CH:13]=[CH:14][C:15]([C:18]#[N:19])=[CH:16][C:17]=3[C:9]=2[CH2:8]1)([CH3:3])[CH3:2].C[N:31]1C(=O)CCC1. Given the product [CH:1]([O:4][C:5](=[O:29])[NH:6][C@@H:7]1[CH2:28][C:10]2[N:11]([CH2:20][C:21]3[C:26]([NH2:31])=[N:25][CH:24]=[CH:23][N:22]=3)[C:12]3[CH:13]=[CH:14][C:15]([C:18]#[N:19])=[CH:16][C:17]=3[C:9]=2[CH2:8]1)([CH3:3])[CH3:2], predict the reactants needed to synthesize it. (6) Given the product [OH:25][C:24]1[C:19](=[O:18])[NH:20][N:21]=[C:22]([CH2:33][CH2:34][CH:35]([CH3:36])[CH3:37])[CH:23]=1, predict the reactants needed to synthesize it. The reactants are: C(C1C=C(O)C(=O)NN=1)C.C([O:18][C:19]1[N:20]=[N:21][C:22]([C:33]#[C:34][CH:35]([CH3:37])[CH3:36])=[CH:23][C:24]=1[O:25]CC1C=CC=CC=1)C1C=CC=CC=1. (7) The reactants are: C(OC([N:8]1[CH2:13][CH2:12][N:11]([CH2:14][CH2:15][N:16]2[CH:21]=[CH:20][CH:19]=[C:18]([C:22]3[CH:30]=[CH:29][C:25]([C:26]([OH:28])=O)=[CH:24][CH:23]=3)[C:17]2=[O:31])[CH2:10][CH2:9]1)=O)(C)(C)C.ON1C2C=CC=CC=2N=N1.Cl.CN(C)CCCN=C=NCC.[NH2:54][C:55]1[C:70]([OH:71])=[CH:69][CH:68]=[CH:67][C:56]=1[C:57]([NH:59][C:60]1[CH:65]=[CH:64][C:63]([Cl:66])=[CH:62][N:61]=1)=[O:58]. Given the product [Cl:66][C:63]1[CH:64]=[CH:65][C:60]([NH:59][C:57](=[O:58])[C:56]2[CH:67]=[CH:68][CH:69]=[C:70]([OH:71])[C:55]=2[NH:54][C:26](=[O:28])[C:25]2[CH:24]=[CH:23][C:22]([C:18]3[C:17](=[O:31])[N:16]([CH2:15][CH2:14][N:11]4[CH2:12][CH2:13][NH:8][CH2:9][CH2:10]4)[CH:21]=[CH:20][CH:19]=3)=[CH:30][CH:29]=2)=[N:61][CH:62]=1, predict the reactants needed to synthesize it. (8) Given the product [CH:40]1([NH:39][C:38]([C@H:35]2[CH2:36][CH2:37][C@H:32]([NH:31][C:22]([C:19]3[C:15]4[N:16]=[CH:17][N:18]=[C:13]([C:7]5[CH:8]=[C:9]([F:12])[CH:10]=[CH:11][C:6]=5[O:5][CH2:4][CH:1]5[CH2:3][CH2:2]5)[C:14]=4[NH:21][CH:20]=3)=[O:23])[CH2:33][CH2:34]2)=[O:43])[CH2:42][CH2:41]1, predict the reactants needed to synthesize it. The reactants are: [CH:1]1([CH2:4][O:5][C:6]2[CH:11]=[CH:10][C:9]([F:12])=[CH:8][C:7]=2[C:13]2[C:14]3[NH:21][CH:20]=[C:19]([C:22](O)=[O:23])[C:15]=3[N:16]=[CH:17][N:18]=2)[CH2:3][CH2:2]1.C(OC(=O)[NH:31][C@H:32]1[CH2:37][CH2:36][C@H:35]([C:38](=[O:43])[NH:39][CH:40]2[CH2:42][CH2:41]2)[CH2:34][CH2:33]1)(C)(C)C.